Dataset: Full USPTO retrosynthesis dataset with 1.9M reactions from patents (1976-2016). Task: Predict the reactants needed to synthesize the given product. (1) Given the product [O:4]1[C:8]2[CH:9]=[CH:10][CH:11]=[C:12]([N:13]3[CH2:18][CH2:17][N:16]([CH2:19][CH2:20][C@H:21]4[CH2:26][CH2:25][C@H:24]([NH:27][S:34]([N:28]5[CH2:33][CH2:32][O:31][CH2:30][CH2:29]5)(=[O:36])=[O:35])[CH2:23][CH2:22]4)[CH2:15][CH2:14]3)[C:7]=2[O:6][CH2:5]1, predict the reactants needed to synthesize it. The reactants are: Cl.Cl.Cl.[O:4]1[C:8]2[CH:9]=[CH:10][CH:11]=[C:12]([N:13]3[CH2:18][CH2:17][N:16]([CH2:19][CH2:20][C@H:21]4[CH2:26][CH2:25][C@H:24]([NH2:27])[CH2:23][CH2:22]4)[CH2:15][CH2:14]3)[C:7]=2[O:6][CH2:5]1.[N:28]1([S:34](Cl)(=[O:36])=[O:35])[CH2:33][CH2:32][O:31][CH2:30][CH2:29]1. (2) Given the product [OH:21][CH:16]([C@H:14]1[CH2:15][N:11]([C@@H:9]([C:6]2[CH:7]=[CH:8][C:3]([O:2][CH3:1])=[CH:4][CH:5]=2)[CH3:10])[C:12](=[O:22])[CH2:13]1)[CH2:17][CH3:18], predict the reactants needed to synthesize it. The reactants are: [CH3:1][O:2][C:3]1[CH:8]=[CH:7][C:6]([C@H:9]([N:11]2[CH2:15][C@H:14]([C:16](=[O:21])[CH2:17][CH2:18]OC)[CH2:13][C:12]2=[O:22])[CH3:10])=[CH:5][CH:4]=1.[BH4-].[Na+]. (3) The reactants are: [CH:1]([CH:4]1[CH2:9][C:8](=O)[CH2:7][CH2:6][N:5]1[C:11]([O:13][CH2:14][C:15]1[CH:20]=[CH:19][CH:18]=[CH:17][CH:16]=1)=[O:12])([CH3:3])[CH3:2].ClC1C=CC(C2CC(=O)CC[N:29]2[C:35](OCC2C=CC=CC=2)=O)=CC=1.C([Mg]Cl)(C)C.O.NN.[NH:53]1CCC(=O)CC1. Given the product [CH:1]([CH:4]1[N:5]([C:11]([O:13][CH2:14][C:15]2[CH:20]=[CH:19][CH:18]=[CH:17][CH:16]=2)=[O:12])[CH2:6][C:7]2[CH:35]=[N:29][NH:53][C:8]=2[CH2:9]1)([CH3:3])[CH3:2], predict the reactants needed to synthesize it. (4) Given the product [F:1][C:2]1[CH:7]=[CH:6][C:5]([C@H:8]([NH:10][C@H:11]2[CH2:15][CH2:14][C@@H:13]([C:16]3[CH:26]=[CH:25][C:19]([O:20][CH2:21][C:22]([NH:35][CH2:34][CH2:33][NH:32][CH2:31][CH2:30][OH:29])=[O:24])=[CH:18][CH:17]=3)[CH2:12]2)[CH3:9])=[CH:4][C:3]=1[O:27][CH3:28], predict the reactants needed to synthesize it. The reactants are: [F:1][C:2]1[CH:7]=[CH:6][C:5]([C@H:8]([NH:10][C@H:11]2[CH2:15][CH2:14][C@@H:13]([C:16]3[CH:26]=[CH:25][C:19]([O:20][CH2:21][C:22]([OH:24])=O)=[CH:18][CH:17]=3)[CH2:12]2)[CH3:9])=[CH:4][C:3]=1[O:27][CH3:28].[OH:29][CH2:30][CH2:31][NH:32][CH2:33][CH2:34][NH2:35]. (5) Given the product [CH3:31][O:30][C:27]1[CH:26]=[CH:25][C:24]([C:17]2([C:14]3[CH:13]=[CH:12][C:11]([O:10][CH3:9])=[CH:16][CH:15]=3)[CH2:18][C:19]3[NH:2][N:1]=[C:3]([C:4]([O:6][CH2:7][CH3:8])=[O:5])[C:20]=3[CH:21]=[CH:22]2)=[CH:29][CH:28]=1, predict the reactants needed to synthesize it. The reactants are: [N+:1](=[CH:3][C:4]([O:6][CH2:7][CH3:8])=[O:5])=[N-:2].[CH3:9][O:10][C:11]1[CH:16]=[CH:15][C:14]([C:17]2([C:24]3[CH:29]=[CH:28][C:27]([O:30][CH3:31])=[CH:26][CH:25]=3)[CH2:22][CH2:21][C:20](=O)[CH:19]=[CH:18]2)=[CH:13][CH:12]=1.C([N-]C(C)C)(C)C.[Li+].C([Li])CCC. (6) Given the product [N:58]1([S:62]([NH:65][C:36](=[O:38])[C:35]2[CH:39]=[C:31]([CH:28]3[CH2:30][CH2:29]3)[C:32]([O:41][CH:42]3[CH2:47][CH2:46][C:45]4([CH2:48][CH2:49][CH2:50][CH2:51][CH2:52]4)[CH2:44][CH2:43]3)=[CH:33][C:34]=2[F:40])(=[O:64])=[O:63])[CH2:61][CH2:60][CH2:59]1, predict the reactants needed to synthesize it. The reactants are: C(C1(COC2C(C3CC3)=CC(C(O)=O)=C(F)C=2)C2CC3CC(CC1C3)C2)#N.[CH:28]1([C:31]2[C:32]([O:41][CH:42]3[CH2:47][CH2:46][C:45]4([CH2:52][CH2:51][CH2:50][CH2:49][CH2:48]4)[CH2:44][CH2:43]3)=[CH:33][C:34]([F:40])=[C:35]([CH:39]=2)[C:36]([OH:38])=O)[CH2:30][CH2:29]1.CS(N)(=O)=O.[N:58]1([S:62]([NH2:65])(=[O:64])=[O:63])[CH2:61][CH2:60][CH2:59]1.